From a dataset of Full USPTO retrosynthesis dataset with 1.9M reactions from patents (1976-2016). Predict the reactants needed to synthesize the given product. The reactants are: [NH2:1][CH2:2][CH2:3][CH2:4][OH:5].CC([O-])(C)C.[K+].[C:12]([O:16][C:17]([N:19]1[CH2:24][CH2:23][CH:22]([C:25]2[C:34]3[C:29](=[CH:30][C:31](F)=[CH:32][CH:33]=3)[N:28]=[CH:27][N:26]=2)[CH2:21][CH2:20]1)=[O:18])([CH3:15])([CH3:14])[CH3:13].[CH3:36][S:37](Cl)(=[O:39])=[O:38].CCN(C(C)C)C(C)C. Given the product [C:12]([O:16][C:17]([N:19]1[CH2:24][CH2:23][CH:22]([C:25]2[C:34]3[C:29](=[CH:30][C:31]([O:5][CH2:4][CH2:3][CH2:2][NH:1][S:37]([CH3:36])(=[O:39])=[O:38])=[CH:32][CH:33]=3)[N:28]=[CH:27][N:26]=2)[CH2:21][CH2:20]1)=[O:18])([CH3:15])([CH3:14])[CH3:13], predict the reactants needed to synthesize it.